From a dataset of NCI-60 drug combinations with 297,098 pairs across 59 cell lines. Regression. Given two drug SMILES strings and cell line genomic features, predict the synergy score measuring deviation from expected non-interaction effect. (1) Cell line: EKVX. Synergy scores: CSS=6.79, Synergy_ZIP=-0.602, Synergy_Bliss=2.32, Synergy_Loewe=-4.51, Synergy_HSA=1.15. Drug 2: C1CN(P(=O)(OC1)NCCCl)CCCl. Drug 1: C1=CC(=CC=C1C#N)C(C2=CC=C(C=C2)C#N)N3C=NC=N3. (2) Drug 1: C1CN1C2=NC(=NC(=N2)N3CC3)N4CC4. Drug 2: CC1=C(N=C(N=C1N)C(CC(=O)N)NCC(C(=O)N)N)C(=O)NC(C(C2=CN=CN2)OC3C(C(C(C(O3)CO)O)O)OC4C(C(C(C(O4)CO)O)OC(=O)N)O)C(=O)NC(C)C(C(C)C(=O)NC(C(C)O)C(=O)NCCC5=NC(=CS5)C6=NC(=CS6)C(=O)NCCC[S+](C)C)O. Cell line: OVCAR-5. Synergy scores: CSS=49.5, Synergy_ZIP=-8.06, Synergy_Bliss=-3.14, Synergy_Loewe=0.0987, Synergy_HSA=2.12. (3) Drug 1: C1=CC(=CC=C1CCC2=CNC3=C2C(=O)NC(=N3)N)C(=O)NC(CCC(=O)O)C(=O)O. Drug 2: CCCCC(=O)OCC(=O)C1(CC(C2=C(C1)C(=C3C(=C2O)C(=O)C4=C(C3=O)C=CC=C4OC)O)OC5CC(C(C(O5)C)O)NC(=O)C(F)(F)F)O. Cell line: T-47D. Synergy scores: CSS=8.62, Synergy_ZIP=2.00, Synergy_Bliss=0.326, Synergy_Loewe=2.46, Synergy_HSA=2.55. (4) Drug 1: CC(C1=C(C=CC(=C1Cl)F)Cl)OC2=C(N=CC(=C2)C3=CN(N=C3)C4CCNCC4)N. Drug 2: CCC1=CC2CC(C3=C(CN(C2)C1)C4=CC=CC=C4N3)(C5=C(C=C6C(=C5)C78CCN9C7C(C=CC9)(C(C(C8N6C)(C(=O)OC)O)OC(=O)C)CC)OC)C(=O)OC.C(C(C(=O)O)O)(C(=O)O)O. Cell line: MOLT-4. Synergy scores: CSS=79.7, Synergy_ZIP=17.0, Synergy_Bliss=15.3, Synergy_Loewe=11.3, Synergy_HSA=15.1. (5) Drug 1: C1=C(C(=O)NC(=O)N1)F. Cell line: EKVX. Synergy scores: CSS=31.5, Synergy_ZIP=1.60, Synergy_Bliss=0.606, Synergy_Loewe=4.04, Synergy_HSA=4.89. Drug 2: COCCOC1=C(C=C2C(=C1)C(=NC=N2)NC3=CC=CC(=C3)C#C)OCCOC.Cl. (6) Drug 1: CC12CCC3C(C1CCC2=O)CC(=C)C4=CC(=O)C=CC34C. Drug 2: CCN(CC)CCCC(C)NC1=C2C=C(C=CC2=NC3=C1C=CC(=C3)Cl)OC. Cell line: HT29. Synergy scores: CSS=56.5, Synergy_ZIP=6.34, Synergy_Bliss=6.56, Synergy_Loewe=3.09, Synergy_HSA=8.23. (7) Drug 1: C1=NC2=C(N1)C(=S)N=C(N2)N. Drug 2: CC=C1C(=O)NC(C(=O)OC2CC(=O)NC(C(=O)NC(CSSCCC=C2)C(=O)N1)C(C)C)C(C)C. Cell line: COLO 205. Synergy scores: CSS=58.7, Synergy_ZIP=-7.62, Synergy_Bliss=-7.56, Synergy_Loewe=-38.3, Synergy_HSA=-8.05.